From a dataset of Catalyst prediction with 721,799 reactions and 888 catalyst types from USPTO. Predict which catalyst facilitates the given reaction. (1) Reactant: [Li+].[OH-].C[O:4][C:5]([C:7]1[CH2:8][N:9]([C:32]([O:34][C:35]([CH3:38])([CH3:37])[CH3:36])=[O:33])[CH2:10][CH2:11][C:12]=1[C:13]1[CH:18]=[CH:17][C:16]([O:19][CH2:20][CH2:21][O:22][C:23]2[C:28]([Cl:29])=[CH:27][C:26]([CH3:30])=[CH:25][C:24]=2[Cl:31])=[CH:15][CH:14]=1)=[O:6].Cl. Product: [C:35]([O:34][C:32]([N:9]1[CH2:10][CH2:11][C:12]([C:13]2[CH:18]=[CH:17][C:16]([O:19][CH2:20][CH2:21][O:22][C:23]3[C:28]([Cl:29])=[CH:27][C:26]([CH3:30])=[CH:25][C:24]=3[Cl:31])=[CH:15][CH:14]=2)=[C:7]([C:5]([OH:6])=[O:4])[CH2:8]1)=[O:33])([CH3:38])([CH3:36])[CH3:37]. The catalyst class is: 1. (2) Reactant: C(OC(=O)[N:7]([C:15]1[S:16][C:17]([CH2:21][C:22]2[C:30]3[C:25](=[N:26][CH:27]=[CH:28][CH:29]=3)[NH:24][CH:23]=2)=[C:18]([Cl:20])[N:19]=1)[CH2:8][C:9]1[CH:14]=[CH:13][N:12]=[CH:11][CH:10]=1)(C)(C)C.Cl.C(=O)(O)[O-].[Na+]. Product: [Cl:20][C:18]1[N:19]=[C:15]([NH:7][CH2:8][C:9]2[CH:14]=[CH:13][N:12]=[CH:11][CH:10]=2)[S:16][C:17]=1[CH2:21][C:22]1[C:30]2[C:25](=[N:26][CH:27]=[CH:28][CH:29]=2)[NH:24][CH:23]=1. The catalyst class is: 4. (3) Reactant: [C:1]([NH:5][CH2:6][CH2:7][C:8]([C:10]1[CH:15]=[CH:14][CH:13]=[CH:12][CH:11]=1)=[O:9])([CH3:4])([CH3:3])[CH3:2].C([O-])([O-])=O.[K+].[K+].Cl[C:23]([O:25][CH3:26])=[O:24]. Product: [C:1]([N:5]([CH2:6][CH2:7][C:8](=[O:9])[C:10]1[CH:11]=[CH:12][CH:13]=[CH:14][CH:15]=1)[C:23](=[O:24])[O:25][CH3:26])([CH3:4])([CH3:2])[CH3:3]. The catalyst class is: 2. (4) Reactant: C([O:3][C:4](=[O:34])[CH:5]([O:31][CH2:32][CH3:33])[CH2:6][C:7]1[CH:15]=[CH:14][C:13]([O:16][CH2:17][CH2:18][C:19]2[N:20]=[C:21]([C:25]3[CH:30]=[CH:29][CH:28]=[CH:27][CH:26]=3)[O:22][C:23]=2[CH3:24])=[C:12]2[C:8]=1[CH2:9][CH2:10][CH2:11]2)C.[Li+].[OH-].Cl. Product: [CH2:32]([O:31][CH:5]([CH2:6][C:7]1[CH:15]=[CH:14][C:13]([O:16][CH2:17][CH2:18][C:19]2[N:20]=[C:21]([C:25]3[CH:26]=[CH:27][CH:28]=[CH:29][CH:30]=3)[O:22][C:23]=2[CH3:24])=[C:12]2[C:8]=1[CH2:9][CH2:10][CH2:11]2)[C:4]([OH:34])=[O:3])[CH3:33]. The catalyst class is: 38. (5) Reactant: [CH2:1]([NH:4][CH:5]1[CH2:14][C:13]2[C:8](=[CH:9][C:10]([O:15][S:16]([C:19]([F:22])([F:21])[F:20])(=[O:18])=[O:17])=[CH:11][CH:12]=2)[O:7][CH2:6]1)[CH2:2][CH3:3].[CH:23](=O)[C:24]1[CH:29]=[CH:28][CH:27]=[CH:26][CH:25]=1.C(O)(=O)C.C(O[BH-](OC(=O)C)OC(=O)C)(=O)C.[Na+].[OH-].[Na+]. Product: [CH2:23]([N:4]([CH2:1][CH2:2][CH3:3])[CH:5]1[CH2:14][C:13]2[C:8](=[CH:9][C:10]([O:15][S:16]([C:19]([F:22])([F:21])[F:20])(=[O:18])=[O:17])=[CH:11][CH:12]=2)[O:7][CH2:6]1)[C:24]1[CH:29]=[CH:28][CH:27]=[CH:26][CH:25]=1. The catalyst class is: 46. (6) Reactant: [K].[C:2]1(=[O:12])[NH:6][C:5](=[O:7])[C:4]2=[CH:8][CH:9]=[CH:10][CH:11]=[C:3]12.[CH2:13](Cl)[CH:14]=[CH2:15]. Product: [CH2:15]([N:6]1[C:2](=[O:12])[C:3]2=[CH:11][CH:10]=[CH:9][CH:8]=[C:4]2[C:5]1=[O:7])[CH:14]=[CH2:13]. The catalyst class is: 3. (7) Reactant: [NH2:1][C@H:2]([CH:20]([CH3:22])[CH3:21])[C:3]([N:5]1[CH2:10][CH2:9][N:8]([C:11]2[CH:16]=[CH:15][C:14]([Cl:17])=[CH:13][CH:12]=2)[C:7]([CH3:19])([CH3:18])[CH2:6]1)=[O:4].C(O)(C(F)(F)F)=O.CCN(C(C)C)C(C)C.[N:39]([CH:42]([CH3:44])[CH3:43])=[C:40]=[O:41]. Product: [Cl:17][C:14]1[CH:15]=[CH:16][C:11]([N:8]2[CH2:9][CH2:10][N:5]([C:3](=[O:4])[C@H:2]([NH:1][C:40]([NH:39][CH:42]([CH3:44])[CH3:43])=[O:41])[CH:20]([CH3:22])[CH3:21])[CH2:6][C:7]2([CH3:18])[CH3:19])=[CH:12][CH:13]=1. The catalyst class is: 2. (8) Reactant: C[O:2][C:3](=[O:42])[CH2:4][CH2:5][NH:6][C:7](=[O:41])[C:8]1[CH:13]=[CH:12][C:11]([CH:14]([O:21][C:22]2[CH:27]=[C:26]([CH3:28])[C:25]([C:29]3[CH:34]=[CH:33][C:32]([O:35][C:36]([F:39])([F:38])[F:37])=[CH:31][CH:30]=3)=[C:24]([CH3:40])[CH:23]=2)[CH2:15][CH2:16][CH2:17][CH2:18][CH2:19][CH3:20])=[CH:10][CH:9]=1.[OH-].[Na+]. Product: [CH3:40][C:24]1[CH:23]=[C:22]([O:21][CH:14]([C:11]2[CH:10]=[CH:9][C:8]([C:7]([NH:6][CH2:5][CH2:4][C:3]([OH:42])=[O:2])=[O:41])=[CH:13][CH:12]=2)[CH2:15][CH2:16][CH2:17][CH2:18][CH2:19][CH3:20])[CH:27]=[C:26]([CH3:28])[C:25]=1[C:29]1[CH:30]=[CH:31][C:32]([O:35][C:36]([F:37])([F:39])[F:38])=[CH:33][CH:34]=1. The catalyst class is: 5. (9) Product: [O:5]1[CH2:9][CH:6]1[CH:7]=[CH2:8].[O:17]1[CH2:16][C@H:15]1[CH:13]=[CH2:12]. Reactant: C1OC1C.[O:5]1[CH2:9][CH:6]1[CH:7]=[CH2:8].CC1(C)C2CC[C:12]1(C)[C:13](/[C:15]/2=[C:16](\C(F)(F)F)/[OH:17])=O.CC1(C)C2CC[C:12]1(C)[C:13](/[C:15]/2=[C:16](\C(F)(F)F)/[OH:17])=O.CC1(C)C2CC[C:12]1(C)[C:13](/[C:15]/2=[C:16](\C(F)(F)F)/[OH:17])=O.[Eu]. The catalyst class is: 11. (10) Reactant: [CH3:1][C:2]([CH3:21])([CH3:20])[C:3]([C:5]1[N:9]([CH2:10][C:11](O)=[O:12])[C:8]2[CH:14]=[C:15]([O:18][CH3:19])[CH:16]=[CH:17][C:7]=2[N:6]=1)=[O:4].C1C=CC2N(O)N=NC=2C=1.[CH2:32]([NH:35][CH2:36][CH:37]1[CH2:39][CH2:38]1)[CH2:33][CH3:34].CCN(C(C)C)C(C)C. Product: [CH:37]1([CH2:36][N:35]([CH2:32][CH2:33][CH3:34])[C:11](=[O:12])[CH2:10][N:9]2[C:8]3[CH:14]=[C:15]([O:18][CH3:19])[CH:16]=[CH:17][C:7]=3[N:6]=[C:5]2[C:3](=[O:4])[C:2]([CH3:20])([CH3:21])[CH3:1])[CH2:39][CH2:38]1. The catalyst class is: 607.